Dataset: Catalyst prediction with 721,799 reactions and 888 catalyst types from USPTO. Task: Predict which catalyst facilitates the given reaction. (1) Reactant: C([Sn](CCCC)(CCCC)[C:6]1[CH:11]=[CH:10][CH:9]=[CH:8][N:7]=1)CCC.FC(F)(F)S(O[C:26]1[C@@:30]2([CH3:46])[CH2:31][CH2:32][C@H:33]3[C@H:42]([C@@H:29]2[CH2:28][CH:27]=1)[CH2:41][CH:40]=[C:39]1[C@:34]3([CH3:45])[CH2:35][CH2:36][C:37](=[O:44])[N:38]1[CH3:43])(=O)=O. Product: [CH3:43][N:38]1[C:39]2[C@@:34]([CH3:45])([C@H:33]3[CH2:32][CH2:31][C@@:30]4([CH3:46])[C@@H:29]([CH2:28][CH:27]=[C:26]4[C:6]4[CH:11]=[CH:10][CH:9]=[CH:8][N:7]=4)[C@@H:42]3[CH2:41][CH:40]=2)[CH2:35][CH2:36][C:37]1=[O:44]. The catalyst class is: 128. (2) Reactant: [NH2:1][C:2]1[C:10]2[C:5](=[CH:6][CH:7]=[C:8]([N+:11]([O-:13])=[O:12])[CH:9]=2)[N:4]([C:14]([O:16][C:17]([CH3:20])([CH3:19])[CH3:18])=[O:15])[N:3]=1.[C:21](Cl)(=[O:28])[C:22]1[CH:27]=[CH:26][CH:25]=[CH:24][CH:23]=1. Product: [C:21]([NH:1][C:2]1[C:10]2[C:5](=[CH:6][CH:7]=[C:8]([N+:11]([O-:13])=[O:12])[CH:9]=2)[N:4]([C:14]([O:16][C:17]([CH3:20])([CH3:19])[CH3:18])=[O:15])[N:3]=1)(=[O:28])[C:22]1[CH:27]=[CH:26][CH:25]=[CH:24][CH:23]=1. The catalyst class is: 17. (3) Reactant: [CH2:1]([CH:3]1[C:8](=[O:9])[NH:7][C:6](=[O:10])[NH:5][C:4]1=[O:11])[CH3:2].N([O-])=[N+:13]([O-])[O-:14].[Na+].[Na+].C(N(CC(O)=O)CCN(CC(O)=O)CC(O)=O)CN(CC(O)=O)CC(O)=O. Product: [OH:14][NH:13][C:3]1([CH2:1][CH3:2])[C:4](=[O:11])[NH:5][C:6](=[O:10])[NH:7][C:8]1=[O:9]. The catalyst class is: 8. (4) Reactant: [NH:1]1[C:9]2[C:4](=[CH:5][C:6]([NH:10][CH:11]3[CH2:16][CH2:15][C:14](=O)[CH2:13][CH2:12]3)=[CH:7][CH:8]=2)[CH:3]=[N:2]1.[NH2:18][CH:19]([C:21]([CH3:24])([CH3:23])[CH3:22])[CH3:20].C(O[BH-](OC(=O)C)OC(=O)C)(=O)C.[Na+].Cl.CO. Product: [NH:1]1[C:9]2[C:4](=[CH:5][C:6]([NH:10][CH:11]3[CH2:16][CH2:15][CH:14]([NH:18][CH:19]([CH3:20])[C:21]([CH3:24])([CH3:23])[CH3:22])[CH2:13][CH2:12]3)=[CH:7][CH:8]=2)[CH:3]=[N:2]1. The catalyst class is: 5. (5) Reactant: [Br:1][C:2]1[C:7](I)=[CH:6][C:5]([C:9]([F:12])([F:11])[F:10])=[CH:4][C:3]=1[C:13]1[CH:18]=[CH:17][C:16]([OH:19])=[CH:15][CH:14]=1.[C:20]([Si:22]([CH3:25])([CH3:24])[CH3:23])#[CH:21].CCN(CC)CC. Product: [Br:1][C:2]1[C:7]([C:21]#[C:20][Si:22]([CH3:25])([CH3:24])[CH3:23])=[CH:6][C:5]([C:9]([F:12])([F:11])[F:10])=[CH:4][C:3]=1[C:13]1[CH:18]=[CH:17][C:16]([OH:19])=[CH:15][CH:14]=1. The catalyst class is: 700. (6) Reactant: [C:1]1([C:12]([NH:14][CH:15]([CH2:36][C:37]2[CH:42]=[CH:41][CH:40]=[C:39]([O:43][C:44]([F:49])([F:48])[CH:45]([F:47])[F:46])[CH:38]=2)[CH:16]([C:18]2[CH:35]=[CH:34][C:21]([O:22][CH2:23][C:24]3[CH:33]=[CH:32][C:27]([C:28]([O:30]C)=[O:29])=[CH:26][CH:25]=3)=[CH:20][CH:19]=2)[OH:17])=[O:13])[C:6]2[CH:7]=[CH:8][CH2:9][CH2:10][CH2:11][C:5]=2[CH:4]=[CH:3][CH:2]=1.[OH-].[Na+].Cl. Product: [C:1]1([C:12]([NH:14][CH:15]([CH2:36][C:37]2[CH:42]=[CH:41][CH:40]=[C:39]([O:43][C:44]([F:48])([F:49])[CH:45]([F:46])[F:47])[CH:38]=2)[CH:16]([C:18]2[CH:35]=[CH:34][C:21]([O:22][CH2:23][C:24]3[CH:33]=[CH:32][C:27]([C:28]([OH:30])=[O:29])=[CH:26][CH:25]=3)=[CH:20][CH:19]=2)[OH:17])=[O:13])[C:6]2[CH:7]=[CH:8][CH2:9][CH2:10][CH2:11][C:5]=2[CH:4]=[CH:3][CH:2]=1. The catalyst class is: 5. (7) Reactant: Cl.[F:2][C:3]1[CH:8]=[CH:7][C:6]([CH:9]2[CH:14]=[CH:13][NH:12][CH2:11][CH2:10]2)=[CH:5][CH:4]=1.C(N(C(C)C)C(C)C)C.[C:24]1([C:30]2([C:43]3[CH:48]=[CH:47][CH:46]=[CH:45][CH:44]=3)[O:34][C:33]3[CH:35]=[CH:36][C:37]([S:39](Cl)(=[O:41])=[O:40])=[CH:38][C:32]=3[O:31]2)[CH:29]=[CH:28][CH:27]=[CH:26][CH:25]=1. Product: [C:43]1([C:30]2([C:24]3[CH:25]=[CH:26][CH:27]=[CH:28][CH:29]=3)[O:34][C:33]3[CH:35]=[CH:36][C:37]([S:39]([N:12]4[CH2:11][CH:10]=[C:9]([C:6]5[CH:7]=[CH:8][C:3]([F:2])=[CH:4][CH:5]=5)[CH2:14][CH2:13]4)(=[O:40])=[O:41])=[CH:38][C:32]=3[O:31]2)[CH:48]=[CH:47][CH:46]=[CH:45][CH:44]=1. The catalyst class is: 2. (8) Reactant: [CH3:1][O:2][CH2:3][CH2:4]O.C1(P(C2C=CC=CC=2)C2C=CC=CC=2)C=CC=CC=1.N(C(OC(C)C)=O)=NC(OC(C)C)=O.[Cl:39][C:40]1[CH:41]=[CH:42][C:43]([CH3:62])=[C:44]([CH:61]=1)[CH2:45][NH:46][C:47]([C:49]1[O:53][N:52]=[C:51]([NH:54][C:55](=[O:60])[C:56]([F:59])([F:58])[F:57])[CH:50]=1)=[O:48]. Product: [Cl:39][C:40]1[CH:41]=[CH:42][C:43]([CH3:62])=[C:44]([CH:61]=1)[CH2:45][NH:46][C:47]([C:49]1[O:53][N:52]=[C:51]([N:54]([CH2:4][CH2:3][O:2][CH3:1])[C:55](=[O:60])[C:56]([F:58])([F:59])[F:57])[CH:50]=1)=[O:48]. The catalyst class is: 1. (9) Reactant: Cl[C:2]1[C:7]([C:8]#[N:9])=[CH:6][N:5]=[C:4]([NH:10][CH2:11][CH2:12][C:13]2[CH:18]=[CH:17][CH:16]=[C:15]([Cl:19])[CH:14]=2)[N:3]=1.C(OC(=O)[NH:26][CH:27]1[CH2:30][CH:29]([NH2:31])[C:28]1([CH3:33])[CH3:32])(C)(C)C.CCN(C(C)C)C(C)C. Product: [NH2:26][C@H:27]1[CH2:30][C@H:29]([NH:31][C:2]2[C:7]([C:8]#[N:9])=[CH:6][N:5]=[C:4]([NH:10][CH2:11][CH2:12][C:13]3[CH:18]=[CH:17][CH:16]=[C:15]([Cl:19])[CH:14]=3)[N:3]=2)[C:28]1([CH3:33])[CH3:32]. The catalyst class is: 12. (10) Reactant: [CH3:1][O:2][C:3]1[CH:4]=[C:5]([NH:15][C:16]2[N:20]=[C:19]([NH2:21])[NH:18][N:17]=2)[CH:6]=[CH:7][C:8]=1[N:9]1[CH:13]=[C:12]([CH3:14])[N:11]=[CH:10]1.[CH3:22][C:23]([CH3:31])([C:25](=O)[CH2:26][C:27](=[O:29])[CH3:28])[CH3:24]. Product: [C:3]([OH:2])(=[O:29])[CH3:4].[C:23]([C:25]1[N:18]2[N:17]=[C:16]([NH:15][C:5]3[CH:6]=[CH:7][C:8]([N:9]4[CH:13]=[C:12]([CH3:14])[N:11]=[CH:10]4)=[C:3]([O:2][CH3:1])[CH:4]=3)[N:20]=[C:19]2[N:21]=[C:27]([CH3:28])[CH:26]=1)([CH3:31])([CH3:24])[CH3:22]. The catalyst class is: 15.